From a dataset of Full USPTO retrosynthesis dataset with 1.9M reactions from patents (1976-2016). Predict the reactants needed to synthesize the given product. (1) Given the product [CH3:13][S:12]([C:9]1[CH:10]=[CH:11][C:6]([NH:5][C:3](=[O:4])[C:2]([F:1])([F:14])[F:15])=[CH:7][CH:8]=1)=[N:23][S:20]([C:17]([F:19])([F:18])[F:16])(=[O:22])=[O:21], predict the reactants needed to synthesize it. The reactants are: [F:1][C:2]([F:15])([F:14])[C:3]([NH:5][C:6]1[CH:11]=[CH:10][C:9]([S:12][CH3:13])=[CH:8][CH:7]=1)=[O:4].[F:16][C:17]([S:20]([NH2:23])(=[O:22])=[O:21])([F:19])[F:18].[O-2].[Mg+2].C(O)(=O)C.C(O)(=O)C.IC1C=CC=CC=1. (2) Given the product [F:1][C:2]1[CH:3]=[C:4]([CH:7]=[CH:8][CH:9]=1)[CH2:5][O:6][CH2:18][C:17]1[CH:20]=[CH:21][C:14]([C:12]#[N:13])=[CH:15][CH:16]=1, predict the reactants needed to synthesize it. The reactants are: [F:1][C:2]1[CH:3]=[C:4]([CH:7]=[CH:8][CH:9]=1)[CH2:5][OH:6].[H-].[Na+].[C:12]([C:14]1[CH:21]=[CH:20][C:17]([CH2:18]Br)=[CH:16][CH:15]=1)#[N:13].[NH4+].[Cl-].